Dataset: Peptide-MHC class II binding affinity with 134,281 pairs from IEDB. Task: Regression. Given a peptide amino acid sequence and an MHC pseudo amino acid sequence, predict their binding affinity value. This is MHC class II binding data. (1) The peptide sequence is LHGVRDGLVRDANNY. The MHC is HLA-DQA10501-DQB10301 with pseudo-sequence HLA-DQA10501-DQB10301. The binding affinity (normalized) is 0.182. (2) The peptide sequence is HLKRYYGRILHYLKA. The MHC is DRB1_0405 with pseudo-sequence DRB1_0405. The binding affinity (normalized) is 0.588. (3) The peptide sequence is VAISRYLGKQFGLSG. The MHC is HLA-DPA10201-DPB10101 with pseudo-sequence HLA-DPA10201-DPB10101. The binding affinity (normalized) is 0.315.